Dataset: Forward reaction prediction with 1.9M reactions from USPTO patents (1976-2016). Task: Predict the product of the given reaction. (1) Given the reactants [CH3:1][O:2][C:3]1[CH:4]=[C:5]([C@@H:12]([OH:36])[C@@H:13]([CH2:27][CH2:28][CH2:29][C:30]2[CH:35]=[CH:34][CH:33]=[CH:32][CH:31]=2)[CH2:14][N:15]2[CH:19]=[C:18](/[CH:20]=[CH:21]/[C:22]([O:24][CH2:25][CH3:26])=[O:23])[CH:17]=[N:16]2)[CH:6]=[C:7]([O:10][CH3:11])[C:8]=1[CH3:9], predict the reaction product. The product is: [CH2:25]([O:24][C:22](=[O:23])[CH2:21][CH2:20][C:18]1[CH:17]=[N:16][N:15]([CH2:14][C@@H:13]([C@@H:12]([C:5]2[CH:6]=[C:7]([O:10][CH3:11])[C:8]([CH3:9])=[C:3]([O:2][CH3:1])[CH:4]=2)[OH:36])[CH2:27][CH2:28][CH2:29][C:30]2[CH:35]=[CH:34][CH:33]=[CH:32][CH:31]=2)[CH:19]=1)[CH3:26]. (2) Given the reactants P(O)(O)(O)=O.O=[C:7]([CH2:9][N:10]([C:12](=N)N)C)O.O=C(CN(C(=N)N)C)O.[Mg+2].[Cl-].[Cl-].P(OC[C@H]1[O:45][C@@H:44]([N:46]2C3N=CN=C(N)C=3N=C2)[C@H:43](O)[C@@H:42]1O)(OP(OP(O)(O)=O)(O)=O)(=O)O, predict the reaction product. The product is: [C:44]([NH2:46])(=[O:45])[C:43]1[CH:42]=[CH:7][CH:9]=[N:10][CH:12]=1.